Dataset: Peptide-MHC class II binding affinity with 134,281 pairs from IEDB. Task: Regression. Given a peptide amino acid sequence and an MHC pseudo amino acid sequence, predict their binding affinity value. This is MHC class II binding data. The peptide sequence is PSPIGYLGLLSQRTR. The MHC is DRB4_0101 with pseudo-sequence DRB4_0103. The binding affinity (normalized) is 0.794.